This data is from Full USPTO retrosynthesis dataset with 1.9M reactions from patents (1976-2016). The task is: Predict the reactants needed to synthesize the given product. (1) Given the product [C:1]([C:5]1[CH:10]=[CH:9][C:8]([C:11]2[CH:16]=[CH:15][C:14]([C:17](=[N:25][OH:26])[CH2:18][CH2:19][C:20]([OH:22])=[O:21])=[CH:13][CH:12]=2)=[CH:7][CH:6]=1)([CH3:4])([CH3:3])[CH3:2], predict the reactants needed to synthesize it. The reactants are: [C:1]([C:5]1[CH:10]=[CH:9][C:8]([C:11]2[CH:16]=[CH:15][C:14]([C:17](=O)[CH2:18][CH2:19][C:20]([OH:22])=[O:21])=[CH:13][CH:12]=2)=[CH:7][CH:6]=1)([CH3:4])([CH3:3])[CH3:2].Cl.[NH2:25][OH:26].C(=O)([O-])[O-].[Na+].[Na+]. (2) Given the product [CH3:1][C:2]1([CH3:25])[N:5]([CH2:6][CH2:7][C:8]2[CH:13]=[CH:12][CH:11]=[CH:10][CH:9]=2)[N:4]([CH:14]2[CH:21]3[CH2:20][CH:19]4[CH2:18][CH:17]([CH2:16][CH:15]2[CH2:23]4)[CH2:22]3)[C:3]1=[O:24], predict the reactants needed to synthesize it. The reactants are: [CH3:1][C:2]1([CH3:25])[N:5](/[CH:6]=[CH:7]/[C:8]2[CH:13]=[CH:12][CH:11]=[CH:10][CH:9]=2)[N:4]([CH:14]2[CH:21]3[CH2:22][CH:17]4[CH2:18][CH:19]([CH2:23][CH:15]2[CH2:16]4)[CH2:20]3)[C:3]1=[O:24]. (3) Given the product [C:1]([C:4]1[CH:27]=[CH:26][C:7]([O:8][CH2:9][C:10]2[CH:11]=[CH:12][C:13]([CH:16]([C:18]3[CH:19]=[C:20]([CH:23]=[CH:24][CH:25]=3)[C:21]#[N:22])[CH3:17])=[CH:14][CH:15]=2)=[C:6]([CH2:28][CH2:29][CH3:30])[C:5]=1[OH:31])(=[O:3])[CH3:2], predict the reactants needed to synthesize it. The reactants are: [C:1]([C:4]1[CH:27]=[CH:26][C:7]([O:8][CH2:9][C:10]2[CH:15]=[CH:14][C:13]([C:16]([C:18]3[CH:19]=[C:20]([CH:23]=[CH:24][CH:25]=3)[C:21]#[N:22])=[CH2:17])=[CH:12][CH:11]=2)=[C:6]([CH2:28][CH2:29][CH3:30])[C:5]=1[OH:31])(=[O:3])[CH3:2]. (4) Given the product [C:1]([O:5][C:6]([NH:8][CH2:9][CH2:10][O:11][C:12]1[CH:21]=[C:20]([Cl:22])[CH:19]=[C:18]([F:23])[C:13]=1[C:14]([OH:16])=[O:15])=[O:7])([CH3:4])([CH3:2])[CH3:3], predict the reactants needed to synthesize it. The reactants are: [C:1]([O:5][C:6]([NH:8][CH2:9][CH2:10][O:11][C:12]1[CH:21]=[C:20]([Cl:22])[CH:19]=[C:18]([F:23])[C:13]=1[C:14]([O:16]C)=[O:15])=[O:7])([CH3:4])([CH3:3])[CH3:2].[OH-].[Na+]. (5) Given the product [N+:1]([C:4]1[CH:5]=[C:6]([CH2:10][CH2:11][C:12]#[N:13])[CH:7]=[CH:8][CH:9]=1)([O-:3])=[O:2], predict the reactants needed to synthesize it. The reactants are: [N+:1]([C:4]1[CH:5]=[C:6]([CH:10]=[CH:11][C:12]#[N:13])[CH:7]=[CH:8][CH:9]=1)([O-:3])=[O:2]. (6) Given the product [NH2:43][C:2]1[C:11]2[C:6](=[CH:7][CH:8]=[C:9]([CH2:12][N:13]3[CH2:17][CH2:16][C@H:15]([NH:18][S:19]([C:22]4[S:30][C:29]5[C:24](=[N:25][CH:26]=[CH:27][CH:28]=5)[CH:23]=4)(=[O:21])=[O:20])[C:14]3=[O:31])[CH:10]=2)[CH:5]=[CH:4][N:3]=1, predict the reactants needed to synthesize it. The reactants are: Cl[C:2]1[C:11]2[C:6](=[CH:7][CH:8]=[C:9]([CH2:12][N:13]3[CH2:17][CH2:16][C@H:15]([NH:18][S:19]([C:22]4[S:30][C:29]5[C:24](=[N:25][CH:26]=[CH:27][CH:28]=5)[CH:23]=4)(=[O:21])=[O:20])[C:14]3=[O:31])[CH:10]=2)[CH:5]=[CH:4][N:3]=1.C1(O)C=CC=CC=1.C([O-])(=O)C.[NH4+:43].